This data is from Reaction yield outcomes from USPTO patents with 853,638 reactions. The task is: Predict the reaction yield, written as a fraction of the theoretical maximum amount of product (1.0 means a 100% yield; for example, 0.34 means a 34% yield). (1) The reactants are C([O:3][C:4]([C:6]1([OH:26])[CH2:10][CH2:9][N:8]([CH2:11][C:12]2[CH:17]=[CH:16][CH:15]=[C:14]([O:18][C:19]3[CH:24]=[CH:23][CH:22]=[CH:21][CH:20]=3)[CH:13]=2)[C:7]1=[O:25])=[O:5])C.[OH-].[Na+]. The catalyst is O1CCCC1. The product is [OH:26][C:6]1([C:4]([OH:5])=[O:3])[CH2:10][CH2:9][N:8]([CH2:11][C:12]2[CH:17]=[CH:16][CH:15]=[C:14]([O:18][C:19]3[CH:24]=[CH:23][CH:22]=[CH:21][CH:20]=3)[CH:13]=2)[C:7]1=[O:25]. The yield is 0.550. (2) The reactants are [F:1][C:2]1[CH:7]=[CH:6][C:5]([C:8]2[C:13](/[CH:14]=[CH:15]/[C@@H:16]([OH:26])[CH2:17][C:18](=[O:25])[CH2:19][C:20]([O:22][CH2:23][CH3:24])=[O:21])=[C:12]([CH:27]([CH3:29])[CH3:28])[N:11]=[C:10]([N:30]([CH3:35])[S:31]([CH3:34])(=[O:33])=[O:32])[N:9]=2)=[CH:4][CH:3]=1.C(B(CC)OC)C.[BH4-].[Na+].C(O)(=O)C. The catalyst is O1CCCC1.C(OC)(C)(C)C.O.CO. The product is [F:1][C:2]1[CH:7]=[CH:6][C:5]([C:8]2[C:13](/[CH:14]=[CH:15]/[C@@H:16]([OH:26])[CH2:17][C@@H:18]([OH:25])[CH2:19][C:20]([O:22][CH2:23][CH3:24])=[O:21])=[C:12]([CH:27]([CH3:29])[CH3:28])[N:11]=[C:10]([N:30]([CH3:35])[S:31]([CH3:34])(=[O:33])=[O:32])[N:9]=2)=[CH:4][CH:3]=1. The yield is 0.360. (3) The product is [CH3:10][O:11][C:12]1[CH:13]=[CH:14][C:15]2[N:16]([N:6]=[C:7]([NH2:9])[N:18]=2)[CH:17]=1. The catalyst is C(O)C.CO. The yield is 0.830. The reactants are C(OC([NH:6][C:7]([NH2:9])=S)=O)C.[CH3:10][O:11][C:12]1[CH:13]=[CH:14][C:15]([NH2:18])=[N:16][CH:17]=1.Cl.NO.CCN(C(C)C)C(C)C. (4) No catalyst specified. The yield is 0.760. The product is [Br:1][C:2]1[CH:3]=[CH:4][C:5]([CH3:16])=[C:6]([C:8]2[N:9]=[C:10]([NH2:15])[N:11]=[C:12]([NH:24][C:21]3[CH:22]=[CH:23][C:18]([Cl:17])=[CH:19][CH:20]=3)[CH:13]=2)[CH:7]=1. The reactants are [Br:1][C:2]1[CH:3]=[CH:4][C:5]([CH3:16])=[C:6]([C:8]2[CH:13]=[C:12](Cl)[N:11]=[C:10]([NH2:15])[N:9]=2)[CH:7]=1.[Cl:17][C:18]1[CH:23]=[CH:22][C:21]([NH2:24])=[CH:20][CH:19]=1.